Dataset: Forward reaction prediction with 1.9M reactions from USPTO patents (1976-2016). Task: Predict the product of the given reaction. (1) Given the reactants [C:1]1([N:7]2[C:11]([C:12]3[CH:17]=[CH:16][CH:15]=[CH:14][CH:13]=3)=[C:10]([C:18](OCC)=[O:19])[CH:9]=[N:8]2)[CH:6]=[CH:5][CH:4]=[CH:3][CH:2]=1.[H-].C([Al+]CC(C)C)C(C)C.Cl, predict the reaction product. The product is: [C:1]1([N:7]2[C:11]([C:12]3[CH:17]=[CH:16][CH:15]=[CH:14][CH:13]=3)=[C:10]([CH2:18][OH:19])[CH:9]=[N:8]2)[CH:6]=[CH:5][CH:4]=[CH:3][CH:2]=1. (2) Given the reactants C([O:4][C@H:5]1[CH2:10][CH2:9][C@@:8]([C@H:12]2[CH2:20][CH2:19][C@@:18]3([CH3:21])[C@@H:14]([CH2:15][CH2:16][C:17]3=[CH2:22])[C@@H:13]2[CH2:23][C:24]#[N:25])([CH3:11])[C@@H:7]([CH2:26][O:27][Si:28]([C:31]([CH3:34])([CH3:33])[CH3:32])([CH3:30])[CH3:29])[CH2:6]1)(=O)C.[H-].[H-].[H-].[H-].[Li+].[Al+3], predict the reaction product. The product is: [NH2:25][CH2:24][CH2:23][C@@H:13]1[C@@H:12]([C@@:8]2([CH3:11])[CH2:9][CH2:10][C@H:5]([OH:4])[CH2:6][C@@H:7]2[CH2:26][O:27][Si:28]([C:31]([CH3:33])([CH3:32])[CH3:34])([CH3:30])[CH3:29])[CH2:20][CH2:19][C@@:18]2([CH3:21])[C@H:14]1[CH2:15][CH2:16][C:17]2=[CH2:22]. (3) Given the reactants [CH2:1]([C:5]1[N:6]=[C:7]([CH3:36])[N:8]([C:27]2[CH:32]=[CH:31][CH:30]=[C:29]([CH:33]([OH:35])[CH3:34])[CH:28]=2)[C:9](=[O:26])[C:10]=1[CH2:11][C:12]1[CH:17]=[CH:16][C:15]([C:18]2[C:19]([C:24]#[N:25])=[CH:20][CH:21]=[CH:22][CH:23]=2)=[CH:14][CH:13]=1)[CH2:2][CH2:3][CH3:4].C(N(CC)CC)C.[C:44]([Si:48](Cl)([CH3:50])[CH3:49])([CH3:47])([CH3:46])[CH3:45].C(OCC)(=O)C, predict the reaction product. The product is: [CH2:1]([C:5]1[N:6]=[C:7]([CH3:36])[N:8]([C:27]2[CH:32]=[CH:31][CH:30]=[C:29]([CH:33]([O:35][Si:48]([C:44]([CH3:47])([CH3:46])[CH3:45])([CH3:50])[CH3:49])[CH3:34])[CH:28]=2)[C:9](=[O:26])[C:10]=1[CH2:11][C:12]1[CH:13]=[CH:14][C:15]([C:18]2[C:19]([C:24]#[N:25])=[CH:20][CH:21]=[CH:22][CH:23]=2)=[CH:16][CH:17]=1)[CH2:2][CH2:3][CH3:4].